Task: Regression. Given two drug SMILES strings and cell line genomic features, predict the synergy score measuring deviation from expected non-interaction effect.. Dataset: NCI-60 drug combinations with 297,098 pairs across 59 cell lines (1) Drug 1: CCCS(=O)(=O)NC1=C(C(=C(C=C1)F)C(=O)C2=CNC3=C2C=C(C=N3)C4=CC=C(C=C4)Cl)F. Drug 2: CC1=C2C(C(=O)C3(C(CC4C(C3C(C(C2(C)C)(CC1OC(=O)C(C(C5=CC=CC=C5)NC(=O)OC(C)(C)C)O)O)OC(=O)C6=CC=CC=C6)(CO4)OC(=O)C)OC)C)OC. Cell line: KM12. Synergy scores: CSS=53.0, Synergy_ZIP=10.1, Synergy_Bliss=8.24, Synergy_Loewe=-32.1, Synergy_HSA=6.32. (2) Drug 1: COC1=C(C=C2C(=C1)N=CN=C2NC3=CC(=C(C=C3)F)Cl)OCCCN4CCOCC4. Drug 2: C1=NNC2=C1C(=O)NC=N2. Cell line: RXF 393. Synergy scores: CSS=25.3, Synergy_ZIP=-4.00, Synergy_Bliss=1.30, Synergy_Loewe=-24.8, Synergy_HSA=3.03.